Dataset: Forward reaction prediction with 1.9M reactions from USPTO patents (1976-2016). Task: Predict the product of the given reaction. (1) Given the reactants [CH:1]1([NH:6][C:7]2[CH:8]=[CH:9][CH:10]=[C:11]3[C:15]=2[NH:14][C:13]([C:16]2[S:17][CH2:18][CH:19]([CH2:21][C:22]([OH:24])=O)[N:20]=2)=[CH:12]3)[CH2:5][CH2:4][CH2:3][CH2:2]1.O[NH:26][C:27]([CH:29]1[CH2:33][CH2:32][CH2:31][CH2:30]1)=[NH:28].O, predict the reaction product. The product is: [CH:1]1([NH:6][C:7]2[CH:8]=[CH:9][CH:10]=[C:11]3[C:15]=2[NH:14][C:13]([C:16]2[S:17][CH2:18][C@@H:19]([CH2:21][C:22]4[O:24][N:28]=[C:27]([CH:29]5[CH2:33][CH2:32][CH2:31][CH2:30]5)[N:26]=4)[N:20]=2)=[CH:12]3)[CH2:5][CH2:4][CH2:3][CH2:2]1. (2) The product is: [CH3:33][C@H:31]1[CH2:32][N:27]2[N:26]=[CH:25][C:24]([N:10]3[CH2:11][CH:7]([C:1]4[CH:2]=[CH:3][CH:4]=[CH:5][CH:6]=4)[NH:8][C:9]3=[O:12])=[C:28]2[CH2:29][N:30]1[C:34]([O:36][C:37]([CH3:38])([CH3:40])[CH3:39])=[O:35]. Given the reactants [C:1]1([CH:7]2[CH2:11][NH:10][C:9](=[O:12])[NH:8]2)[CH:6]=[CH:5][CH:4]=[CH:3][CH:2]=1.CN[C@@H]1CCCC[C@H]1NC.I[C:24]1[CH:25]=[N:26][N:27]2[CH2:32][C@H:31]([CH3:33])[N:30]([C:34]([O:36][C:37]([CH3:40])([CH3:39])[CH3:38])=[O:35])[CH2:29][C:28]=12.[O-]P([O-])([O-])=O.[K+].[K+].[K+], predict the reaction product. (3) Given the reactants [CH2:1]([O:8][C:9](=[NH:13])[CH2:10][C:11]#[N:12])[C:2]1[CH:7]=[CH:6][CH:5]=[CH:4][CH:3]=1.[O:14]([C:21]([N:23]=[C:24]=[S:25])=[O:22])[C:15]1[CH:20]=[CH:19][CH:18]=[CH:17][CH:16]=1, predict the reaction product. The product is: [CH2:1]([O:8][C:9](=[NH:13])[C:10]([C:11]#[N:12])=[C:24]([SH:25])[NH:23][C:21]([O:14][C:15]1[CH:20]=[CH:19][CH:18]=[CH:17][CH:16]=1)=[O:22])[C:2]1[CH:7]=[CH:6][CH:5]=[CH:4][CH:3]=1. (4) Given the reactants [F:1][C:2]1[CH:7]=[CH:6][C:5]([OH:8])=[CH:4][CH:3]=1.[F:9][C:10]1[CH:15]=[CH:14][C:13]([CH:16](O)[CH2:17][CH2:18][CH2:19][CH2:20][N:21]2[CH2:26][CH2:25][CH:24]([C:27]3[CH:28]=[C:29]([NH:33][C:34](=[O:38])[CH:35]([CH3:37])[CH3:36])[CH:30]=[CH:31][CH:32]=3)[CH2:23][CH2:22]2)=[CH:12][CH:11]=1.Cl, predict the reaction product. The product is: [F:1][C:2]1[CH:7]=[CH:6][C:5]([O:8][CH:16]([C:13]2[CH:12]=[CH:11][C:10]([F:9])=[CH:15][CH:14]=2)[CH2:17][CH2:18][CH2:19][CH2:20][N:21]2[CH2:26][CH2:25][CH:24]([C:27]3[CH:28]=[C:29]([NH:33][C:34](=[O:38])[CH:35]([CH3:37])[CH3:36])[CH:30]=[CH:31][CH:32]=3)[CH2:23][CH2:22]2)=[CH:4][CH:3]=1. (5) Given the reactants [CH3:1][C:2]1[C:7]([CH3:8])=[CH:6][C:5]([CH3:9])=[CH:4][N+:3]=1[O-:10].[N+:11]([O-])([OH:13])=[O:12].[OH-].[Na+], predict the reaction product. The product is: [CH3:1][C:2]1[C:7]([CH3:8])=[C:6]([N+:11]([O-:13])=[O:12])[C:5]([CH3:9])=[CH:4][N+:3]=1[O-:10]. (6) Given the reactants [NH2:1][C:2]1[C:7]([F:8])=[C:6]([F:9])[N:5]=[C:4]([F:10])[C:3]=1Cl.C(N(CC)CC)C, predict the reaction product. The product is: [NH2:1][C:2]1[CH:3]=[C:4]([F:10])[N:5]=[C:6]([F:9])[C:7]=1[F:8]. (7) The product is: [ClH:19].[CH3:1][C:2]1[CH:7]=[CH:6][N:5]=[C:4]([CH2:8][CH2:9][CH2:10][NH2:11])[CH:3]=1. Given the reactants [CH3:1][C:2]1[CH:7]=[CH:6][N:5]=[C:4]([CH2:8][CH2:9][CH2:10][NH:11]C(=O)OC(C)(C)C)[CH:3]=1.[ClH:19], predict the reaction product.